From a dataset of NCI-60 drug combinations with 297,098 pairs across 59 cell lines. Regression. Given two drug SMILES strings and cell line genomic features, predict the synergy score measuring deviation from expected non-interaction effect. Drug 1: COC1=CC(=CC(=C1O)OC)C2C3C(COC3=O)C(C4=CC5=C(C=C24)OCO5)OC6C(C(C7C(O6)COC(O7)C8=CC=CS8)O)O. Drug 2: CS(=O)(=O)CCNCC1=CC=C(O1)C2=CC3=C(C=C2)N=CN=C3NC4=CC(=C(C=C4)OCC5=CC(=CC=C5)F)Cl. Cell line: SNB-19. Synergy scores: CSS=56.4, Synergy_ZIP=13.2, Synergy_Bliss=13.7, Synergy_Loewe=-7.89, Synergy_HSA=14.0.